The task is: Predict which catalyst facilitates the given reaction.. This data is from Catalyst prediction with 721,799 reactions and 888 catalyst types from USPTO. (1) Reactant: [H-].[Na+].[CH2:3]([O:5][C:6](=[O:33])[CH2:7][C:8]1[CH:13]=[CH:12][C:11]([NH:14][C:15]([C:17]2[C:18]([C:23]3[CH:28]=[CH:27][C:26]([C:29]([F:32])([F:31])[F:30])=[CH:25][CH:24]=3)=[CH:19][CH:20]=[CH:21][CH:22]=2)=[O:16])=[CH:10][CH:9]=1)[CH3:4].I[CH3:35].O. Product: [CH2:3]([O:5][C:6](=[O:33])[CH2:7][C:8]1[CH:9]=[CH:10][C:11]([N:14]([CH3:35])[C:15]([C:17]2[C:18]([C:23]3[CH:24]=[CH:25][C:26]([C:29]([F:31])([F:32])[F:30])=[CH:27][CH:28]=3)=[CH:19][CH:20]=[CH:21][CH:22]=2)=[O:16])=[CH:12][CH:13]=1)[CH3:4]. The catalyst class is: 9. (2) Product: [CH2:24]([O:26][C:27]([CH:29]1[CH:33]([OH:34])[CH2:32][N:31]([C:35]([O:37][CH2:38][C:39]2[CH:40]=[CH:41][CH:42]=[CH:43][CH:44]=2)=[O:36])[CH2:30]1)=[O:28])[CH3:25]. Reactant: C(O)[C@H]1O[C@H](O[C@]2(CO)O[C@H](CO)[C@@H](O)[C@@H]2O)[C@H](O)[C@@H](O)[C@@H]1O.[CH2:24]([O:26][C:27]([CH:29]1[C:33](=[O:34])[CH2:32][N:31]([C:35]([O:37][CH2:38][C:39]2[CH:44]=[CH:43][CH:42]=[CH:41][CH:40]=2)=[O:36])[CH2:30]1)=[O:28])[CH3:25]. The catalyst class is: 6. (3) The catalyst class is: 478. Product: [NH2:4][C@:5]1([C:22]([OH:23])=[O:47])[C@@H:9]([CH2:10][CH2:11][CH2:12][B:13]([OH:14])[OH:17])[CH2:8][N:7]([CH2:40][C:39]([CH3:43])([CH3:42])[CH2:38][N:37]([CH3:44])[CH3:36])[CH2:6]1. Reactant: C([NH:4][C@:5]1([C:22](NC(C)(C)C)=[O:23])[C@@H:9]([CH2:10][CH2:11][CH2:12][B:13]2[O:17]C(C)(C)C(C)(C)[O:14]2)[CH2:8][NH:7][CH2:6]1)(=O)C.S([O-])([O-])(=O)=O.[Na+].[Na+].[CH3:36][N:37]([CH3:44])[CH2:38][C:39]([CH3:43])([CH3:42])[CH:40]=O.C(O[BH-](OC(=O)C)OC(=O)C)(=[O:47])C.[Na+].C(=O)([O-])[O-].[Na+].[Na+]. (4) Reactant: [F:1][C:2]1[CH:3]=[C:4]2[C:8](=[CH:9][CH:10]=1)[N:7]([CH2:11][C:12]([OH:14])=[O:13])[C:6]([CH3:15])=[CH:5]2.[C:16]1([C:23]2[CH:28]=[CH:27][CH:26]=[CH:25][CH:24]=2)[CH:21]=[CH:20][C:19]([SH:22])=[CH:18][CH:17]=1.II.Cl. Product: [C:16]1([C:23]2[CH:28]=[CH:27][CH:26]=[CH:25][CH:24]=2)[CH:17]=[CH:18][C:19]([S:22][C:5]2[C:4]3[C:8](=[CH:9][CH:10]=[C:2]([F:1])[CH:3]=3)[N:7]([CH2:11][C:12]([OH:14])=[O:13])[C:6]=2[CH3:15])=[CH:20][CH:21]=1. The catalyst class is: 18. (5) Reactant: N(C(O[CH:12]([CH3:14])[CH3:13])=O)=NC(OC(C)C)=O.[OH:15][C:16]1[CH:23]=[C:22]([O:24][CH3:25])[C:19]([CH:20]=[O:21])=[C:18]([O:26][CH3:27])[CH:17]=1.[C:28]1(P([C:28]2[CH:33]=[CH:32][CH:31]=[CH:30][CH:29]=2)[C:28]2[CH:33]=[CH:32][CH:31]=[CH:30][CH:29]=2)[CH:33]=[CH:32][CH:31]=[CH:30][CH:29]=1.CO. Product: [CH3:27][O:26][C:18]1[CH:17]=[C:16]([O:15][CH2:22][C:23]2[C:12]([CH3:13])=[C:14]([C:33]3[CH:28]=[CH:29][CH:30]=[CH:31][CH:32]=3)[CH:18]=[CH:17][CH:16]=2)[CH:23]=[C:22]([O:24][CH3:25])[C:19]=1[CH:20]=[O:21]. The catalyst class is: 56. (6) Reactant: [Cl:1][C:2]1[CH:3]=[C:4]([OH:16])[CH:5]=[N:6][C:7]=1[O:8][CH2:9][C:10]([F:15])([F:14])[CH:11]([F:13])[F:12].[Cl:17][C:18]1[C:19](F)=[CH:20][C:21]([F:31])=[C:22]([CH:30]=1)[C:23]([O:25][C:26]([CH3:29])([CH3:28])[CH3:27])=[O:24].C(=O)([O-])[O-].[K+].[K+]. Product: [Cl:17][C:18]1[C:19]([O:16][C:4]2[CH:5]=[N:6][C:7]([O:8][CH2:9][C:10]([F:14])([F:15])[CH:11]([F:12])[F:13])=[C:2]([Cl:1])[CH:3]=2)=[CH:20][C:21]([F:31])=[C:22]([CH:30]=1)[C:23]([O:25][C:26]([CH3:27])([CH3:28])[CH3:29])=[O:24]. The catalyst class is: 9. (7) Reactant: I[CH2:2][C:3]1([C:6]([O:8][C:9]([CH3:12])([CH3:11])[CH3:10])=[O:7])[CH2:5][CH2:4]1.[C:13]([O:17][C:18](=[O:27])[NH:19][CH2:20][CH:21]1[CH2:26][CH2:25][NH:24][CH2:23][CH2:22]1)([CH3:16])([CH3:15])[CH3:14].C(N(CC)C(C)C)(C)C.O. Product: [C:13]([O:17][C:18]([NH:19][CH2:20][CH:21]1[CH2:22][CH2:23][N:24]([CH2:2][C:3]2([C:6]([O:8][C:9]([CH3:12])([CH3:11])[CH3:10])=[O:7])[CH2:5][CH2:4]2)[CH2:25][CH2:26]1)=[O:27])([CH3:16])([CH3:14])[CH3:15]. The catalyst class is: 9. (8) Reactant: [C:1]1([C:7]2[O:8][C:9]3[C:15]([C:16]([OH:18])=O)=[CH:14][CH:13]=[CH:12][C:10]=3[N:11]=2)[CH:6]=[CH:5][CH:4]=[CH:3][CH:2]=1.C1C=CC2N(O)N=[N:25]C=2C=1.[NH4+].[Cl-].CCN(C(C)C)C(C)C.CCN=C=NCCCN(C)C.Cl. Product: [C:1]1([C:7]2[O:8][C:9]3[C:15]([C:16]([NH2:25])=[O:18])=[CH:14][CH:13]=[CH:12][C:10]=3[N:11]=2)[CH:6]=[CH:5][CH:4]=[CH:3][CH:2]=1. The catalyst class is: 18. (9) Reactant: C(N(CC)CC)C.[Cl:8][C:9]1[N:17]=[CH:16][C:15]([F:18])=[CH:14][C:10]=1[C:11]([NH2:13])=O.FC(F)(F)C(OC(=O)C(F)(F)F)=O. Product: [Cl:8][C:9]1[N:17]=[CH:16][C:15]([F:18])=[CH:14][C:10]=1[C:11]#[N:13]. The catalyst class is: 4. (10) Reactant: [Br:1][C:2]1[CH:10]=[CH:9][CH:8]=[C:7]2[C:3]=1[CH:4]=[C:5]([C:11]([OH:13])=O)[NH:6]2.Cl.Cl.Cl.[N:17]1([CH2:24][CH2:25][N:26]2[CH2:31][CH2:30][CH:29]([NH2:32])[CH2:28][CH2:27]2)[CH2:23][CH2:22][CH2:21][CH2:20][CH2:19][CH2:18]1.CCN(C(C)C)C(C)C.CN(C(ON1N=NC2C=CC=CC1=2)=[N+](C)C)C.[B-](F)(F)(F)F. Product: [N:17]1([CH2:24][CH2:25][N:26]2[CH2:27][CH2:28][CH:29]([NH:32][C:11]([C:5]3[NH:6][C:7]4[C:3]([CH:4]=3)=[C:2]([Br:1])[CH:10]=[CH:9][CH:8]=4)=[O:13])[CH2:30][CH2:31]2)[CH2:23][CH2:22][CH2:21][CH2:20][CH2:19][CH2:18]1. The catalyst class is: 3.